From a dataset of Merck oncology drug combination screen with 23,052 pairs across 39 cell lines. Regression. Given two drug SMILES strings and cell line genomic features, predict the synergy score measuring deviation from expected non-interaction effect. (1) Drug 1: Nc1ccn(C2OC(CO)C(O)C2(F)F)c(=O)n1. Drug 2: CCN(CC)CCNC(=O)c1c(C)[nH]c(C=C2C(=O)Nc3ccc(F)cc32)c1C. Cell line: NCIH1650. Synergy scores: synergy=1.63. (2) Drug 1: CS(=O)(=O)CCNCc1ccc(-c2ccc3ncnc(Nc4ccc(OCc5cccc(F)c5)c(Cl)c4)c3c2)o1. Drug 2: NC1(c2ccc(-c3nc4ccn5c(=O)[nH]nc5c4cc3-c3ccccc3)cc2)CCC1. Cell line: A375. Synergy scores: synergy=42.1. (3) Drug 1: COc1cccc2c1C(=O)c1c(O)c3c(c(O)c1C2=O)CC(O)(C(=O)CO)CC3OC1CC(N)C(O)C(C)O1. Drug 2: CCN(CC)CCNC(=O)c1c(C)[nH]c(C=C2C(=O)Nc3ccc(F)cc32)c1C. Cell line: ES2. Synergy scores: synergy=-4.53.